Dataset: Catalyst prediction with 721,799 reactions and 888 catalyst types from USPTO. Task: Predict which catalyst facilitates the given reaction. (1) Reactant: [CH3:1][N:2]([CH3:16])[S:3]([C:6]1[CH:7]=[C:8]2[C:12](=[CH:13][CH:14]=1)[NH:11][C:10](=[O:15])[CH2:9]2)(=[O:5])=[O:4].[CH3:17][S:18]([C:21]1[C:22]([C:29]2[CH:34]=[CH:33][CH:32]=[CH:31][CH:30]=2)=[C:23]([CH:27]=O)[NH:24][C:25]=1[CH3:26])(=[O:20])=[O:19].CC1(C)C(C)(C)OB(C2C=CC=C3C=2C=CN3)O1.N1CCCCC1. Product: [CH3:1][N:2]([CH3:16])[S:3]([C:6]1[CH:7]=[C:8]2[C:12](=[CH:13][CH:14]=1)[NH:11][C:10](=[O:15])/[C:9]/2=[CH:27]\[C:23]1[NH:24][C:25]([CH3:26])=[C:21]([S:18]([CH3:17])(=[O:20])=[O:19])[C:22]=1[C:29]1[CH:34]=[CH:33][CH:32]=[CH:31][CH:30]=1)(=[O:5])=[O:4]. The catalyst class is: 8. (2) Reactant: [NH2:1][C:2]1[C:3](=[O:20])[N:4]([CH2:11][C:12]2[CH:17]=[CH:16][C:15]([O:18][CH3:19])=[CH:14][CH:13]=2)[C:5](=[O:10])[N:6]([CH3:9])[C:7]=1[NH2:8].[F:21][C:22]([F:35])([F:34])[O:23][C:24]1[CH:25]=[C:26]([CH2:30][C:31](O)=[O:32])[CH:27]=[CH:28][CH:29]=1.CCN=C=NCCCN(C)C. Product: [NH2:8][C:7]1[N:6]([CH3:9])[C:5](=[O:10])[N:4]([CH2:11][C:12]2[CH:17]=[CH:16][C:15]([O:18][CH3:19])=[CH:14][CH:13]=2)[C:3](=[O:20])[C:2]=1[NH:1][C:31](=[O:32])[CH2:30][C:26]1[CH:27]=[CH:28][CH:29]=[C:24]([O:23][C:22]([F:34])([F:21])[F:35])[CH:25]=1. The catalyst class is: 40. (3) Reactant: C[O:2][C:3]1[N:4]=[CH:5][C:6]2[CH2:12][N:11]([S:13]([CH3:16])(=[O:15])=[O:14])[CH2:10][CH2:9][C:7]=2[N:8]=1. Product: [CH3:16][S:13]([N:11]1[CH2:10][CH2:9][C:7]2[N:8]=[C:3]([OH:2])[N:4]=[CH:5][C:6]=2[CH2:12]1)(=[O:14])=[O:15]. The catalyst class is: 240. (4) Reactant: [C:1]1([N:7]2[C:11]([C:12]3[CH:17]=[CH:16][CH:15]=[CH:14][CH:13]=3)=[CH:10][CH:9]=[C:8]2[C:18]2[CH:19]=[C:20]3[C:25](=[CH:26][CH:27]=2)[CH:24]=[C:23]([O:28][CH:29]([CH2:34][C:35]2[CH:40]=[CH:39][CH:38]=[CH:37][CH:36]=2)[C:30]([O:32]C)=[O:31])[CH:22]=[CH:21]3)[CH:6]=[CH:5][CH:4]=[CH:3][CH:2]=1.[OH-].[Na+].CO.O. Product: [C:1]1([N:7]2[C:11]([C:12]3[CH:13]=[CH:14][CH:15]=[CH:16][CH:17]=3)=[CH:10][CH:9]=[C:8]2[C:18]2[CH:19]=[C:20]3[C:25](=[CH:26][CH:27]=2)[CH:24]=[C:23]([O:28][CH:29]([CH2:34][C:35]2[CH:36]=[CH:37][CH:38]=[CH:39][CH:40]=2)[C:30]([OH:32])=[O:31])[CH:22]=[CH:21]3)[CH:6]=[CH:5][CH:4]=[CH:3][CH:2]=1. The catalyst class is: 1. (5) Reactant: [CH3:1][S:2]([CH2:5][CH2:6][OH:7])(=[O:4])=[O:3].[F:8][CH:9]([F:18])[C:10](O[C:10](=[O:11])[CH:9]([F:18])[F:8])=[O:11]. Product: [F:8][CH:9]([F:18])[C:10]([O:7][CH2:6][CH2:5][S:2]([CH3:1])(=[O:4])=[O:3])=[O:11]. The catalyst class is: 4. (6) Reactant: [S:1]1[CH:5]=[CH:4][N:3]=[C:2]1[NH:6][S:7]([C:10]1[CH:11]=[C:12]2[C:16](=[CH:17][CH:18]=1)[CH2:15][N:14](C(=O)C(Cl)(Cl)Cl)[CH2:13]2)(=[O:9])=[O:8].[OH-].[K+].C(O)(=O)C. Product: [S:1]1[CH:5]=[CH:4][N:3]=[C:2]1[NH:6][S:7]([C:10]1[CH:11]=[C:12]2[C:16](=[CH:17][CH:18]=1)[CH2:15][NH:14][CH2:13]2)(=[O:9])=[O:8]. The catalyst class is: 88.